This data is from Catalyst prediction with 721,799 reactions and 888 catalyst types from USPTO. The task is: Predict which catalyst facilitates the given reaction. (1) Reactant: [CH2:1]([O:3][C:4]([C:6]1[C:7](=[O:13])[NH:8][C:9]([CH3:12])=[N:10][CH:11]=1)=[O:5])[CH3:2].CCCC[N+](CCCC)(CCCC)CCCC.[F-].Br[CH2:33][C:34]([C:36]1[CH:40]=[C:39]([CH3:41])[O:38][C:37]=1[CH3:42])=[O:35]. Product: [CH3:42][C:37]1[O:38][C:39]([CH3:41])=[CH:40][C:36]=1[C:34](=[O:35])[CH2:33][N:8]1[C:7](=[O:13])[C:6]([C:4]([O:3][CH2:1][CH3:2])=[O:5])=[CH:11][N:10]=[C:9]1[CH3:12]. The catalyst class is: 57. (2) Reactant: [C:1]1([C@H:11]([NH:13][CH:14]2[CH2:19][CH2:18][CH2:17][CH:16]([C:20]3[CH:28]=[CH:27][C:23]([C:24]([OH:26])=O)=[CH:22][CH:21]=3)[CH2:15]2)[CH3:12])[C:10]2[C:5](=[CH:6][CH:7]=[CH:8][CH:9]=2)[CH:4]=[CH:3][CH:2]=1.[CH2:29]([O:36][NH2:37])[C:30]1[CH:35]=[CH:34][CH:33]=[CH:32][CH:31]=1.Cl. Product: [CH2:29]([O:36][NH:37][C:24](=[O:26])[C:23]1[CH:27]=[CH:28][C:20]([CH:16]2[CH2:17][CH2:18][CH2:19][CH:14]([NH:13][C@@H:11]([C:1]3[C:10]4[C:5](=[CH:6][CH:7]=[CH:8][CH:9]=4)[CH:4]=[CH:3][CH:2]=3)[CH3:12])[CH2:15]2)=[CH:21][CH:22]=1)[C:30]1[CH:35]=[CH:34][CH:33]=[CH:32][CH:31]=1. The catalyst class is: 25. (3) Reactant: [NH2:1][C:2]1[CH:3]=[N:4][CH:5]=[CH:6][C:7]=1[CH2:8][CH2:9][O:10][C:11]1[C:20]2[C:15](=[CH:16][CH:17]=[CH:18][CH:19]=2)[C:14]([NH:21][C:22]([NH:24][C:25]2[N:29]([C:30]3[CH:35]=[CH:34][C:33]([CH3:36])=[CH:32][CH:31]=3)[N:28]=[C:27]([C:37]([CH3:40])([CH3:39])[CH3:38])[CH:26]=2)=[O:23])=[CH:13][CH:12]=1.[CH3:41][O:42][CH2:43][CH2:44][O:45][CH2:46][C:47](Cl)=[O:48]. Product: [C:37]([C:27]1[CH:26]=[C:25]([NH:24][C:22](=[O:23])[NH:21][C:14]2[C:15]3[C:20](=[CH:19][CH:18]=[CH:17][CH:16]=3)[C:11]([O:10][CH2:9][CH2:8][C:7]3[CH:6]=[CH:5][N:4]=[CH:3][C:2]=3[NH:1][C:47](=[O:48])[CH2:46][O:45][CH2:44][CH2:43][O:42][CH3:41])=[CH:12][CH:13]=2)[N:29]([C:30]2[CH:35]=[CH:34][C:33]([CH3:36])=[CH:32][CH:31]=2)[N:28]=1)([CH3:40])([CH3:39])[CH3:38]. The catalyst class is: 79. (4) Reactant: Cl[C:2]1[N:7]=[C:6]([NH:8][CH2:9][C@H:10]([OH:12])[CH3:11])[CH:5]=[C:4]([Cl:13])[N:3]=1.CCN(C(C)C)C(C)C.[NH:23]1[CH2:28][CH2:27][O:26][CH2:25][CH2:24]1. Product: [Cl:13][C:4]1[N:3]=[C:2]([N:23]2[CH2:28][CH2:27][O:26][CH2:25][CH2:24]2)[N:7]=[C:6]([NH:8][CH2:9][C@H:10]([OH:12])[CH3:11])[CH:5]=1. The catalyst class is: 12.